From a dataset of Forward reaction prediction with 1.9M reactions from USPTO patents (1976-2016). Predict the product of the given reaction. (1) Given the reactants C[O:2][C:3]([C:5]1[CH:10]=[CH:9][C:8]([NH:11][CH:12]2[CH2:14][CH2:13]2)=[C:7]([O:15][CH2:16][CH:17]2[CH2:19][CH2:18]2)[N:6]=1)=[O:4].[OH-].[Na+], predict the reaction product. The product is: [CH:12]1([NH:11][C:8]2[CH:9]=[CH:10][C:5]([C:3]([OH:4])=[O:2])=[N:6][C:7]=2[O:15][CH2:16][CH:17]2[CH2:19][CH2:18]2)[CH2:13][CH2:14]1. (2) Given the reactants [C:1]1([C:7]2[C:12]([C:13]3[CH:18]=[CH:17][N:16]=[CH:15][CH:14]=3)=[C:11]([C:19]3[CH:24]=[CH:23][CH:22]=[CH:21][CH:20]=3)[N:10]=[C:9]3[NH:25][N:26]=[CH:27][C:8]=23)[CH:6]=[CH:5][CH:4]=[CH:3][CH:2]=1.[OH-].[K+].I[CH3:31].O, predict the reaction product. The product is: [CH3:31][N:26]1[CH:27]=[C:8]2[C:9]([N:10]=[C:11]([C:19]3[CH:24]=[CH:23][CH:22]=[CH:21][CH:20]=3)[C:12]([C:13]3[CH:18]=[CH:17][N:16]=[CH:15][CH:14]=3)=[C:7]2[C:1]2[CH:6]=[CH:5][CH:4]=[CH:3][CH:2]=2)=[N:25]1. (3) Given the reactants [OH-].[Na+].[C:3]([OH:12])(=[O:11])[CH2:4][CH2:5][CH2:6][CH2:7][C:8]([OH:10])=[O:9].[C:13]([O:16][C:17](=[O:19])[CH3:18])(=[O:15])[CH3:14].CC(OCC1C2C(=CC=CC=2)C(COC(C)=O)=C2C=1C=CC=C2)=O, predict the reaction product. The product is: [C:3]([OH:12])(=[O:11])[CH2:4][CH2:5][CH2:6][CH2:7][C:8]([OH:10])=[O:9].[C:13]([O:16][C:17](=[O:19])[CH3:18])(=[O:15])[CH3:14]. (4) Given the reactants [Cl:1][C:2]1[CH:7]=[C:6]([Cl:8])[CH:5]=[CH:4][C:3]=1[C:9]1[N:10]=[C:11](/[CH:14]=[CH:15]/[C:16]2[CH:21]=[C:20]([C:22]#[C:23][C:24]3[CH:29]=[CH:28][C:27]([O:30][CH3:31])=[CH:26][CH:25]=3)[CH:19]=[CH:18][C:17]=2[O:32][CH3:33])[NH:12][CH:13]=1.Br[CH2:35][C:36]1[CH:45]=[CH:44][C:39]([C:40]([O:42][CH3:43])=[O:41])=[CH:38][CH:37]=1, predict the reaction product. The product is: [CH3:43][O:42][C:40](=[O:41])[C:39]1[CH:44]=[CH:45][C:36]([CH2:35][N:12]2[CH:13]=[C:9]([C:3]3[CH:4]=[CH:5][C:6]([Cl:8])=[CH:7][C:2]=3[Cl:1])[N:10]=[C:11]2/[CH:14]=[CH:15]/[C:16]2[CH:21]=[C:20]([C:22]#[C:23][C:24]3[CH:25]=[CH:26][C:27]([O:30][CH3:31])=[CH:28][CH:29]=3)[CH:19]=[CH:18][C:17]=2[O:32][CH3:33])=[CH:37][CH:38]=1. (5) Given the reactants Cl.C[O:3][C:4](=[O:38])[C:5]1[CH:10]=[CH:9][C:8]([O:11][C:12]2[CH:17]=[CH:16][C:15]([CH2:18][C@H:19]([NH2:37])[C:20]3[N:21]([CH2:33][CH2:34][CH2:35][CH3:36])[CH:22]=[C:23]([C:25]4[CH:30]=[CH:29][C:28]([Cl:31])=[CH:27][C:26]=4[Cl:32])[N:24]=3)=[CH:14][CH:13]=2)=[CH:7][CH:6]=1.[CH3:39][O:40][C:41]1[CH:42]=[C:43]([CH:47]=[CH:48][CH:49]=1)[C:44]([OH:46])=O, predict the reaction product. The product is: [CH2:33]([N:21]1[CH:22]=[C:23]([C:25]2[CH:30]=[CH:29][C:28]([Cl:31])=[CH:27][C:26]=2[Cl:32])[N:24]=[C:20]1[C@@H:19]([NH:37][C:44](=[O:46])[C:43]1[CH:47]=[CH:48][CH:49]=[C:41]([O:40][CH3:39])[CH:42]=1)[CH2:18][C:15]1[CH:16]=[CH:17][C:12]([O:11][C:8]2[CH:9]=[CH:10][C:5]([C:4]([OH:38])=[O:3])=[CH:6][CH:7]=2)=[CH:13][CH:14]=1)[CH2:34][CH2:35][CH3:36]. (6) Given the reactants [CH3:1][CH:2]([N:4]1[CH2:9][CH2:8][N:7]([CH2:10][CH2:11][C:12]([N:14]2[C:22]3[C:17](=[CH:18][C:19]([O:26][CH3:27])=[C:20]([N+:23]([O-])=O)[CH:21]=3)[CH2:16][CH2:15]2)=[O:13])[CH2:6][CH2:5]1)[CH3:3].O.O.[Sn](Cl)Cl.Cl, predict the reaction product. The product is: [CH3:3][CH:2]([N:4]1[CH2:9][CH2:8][N:7]([CH2:10][CH2:11][C:12]([N:14]2[C:22]3[C:17](=[CH:18][C:19]([O:26][CH3:27])=[C:20]([NH2:23])[CH:21]=3)[CH2:16][CH2:15]2)=[O:13])[CH2:6][CH2:5]1)[CH3:1]. (7) Given the reactants C(OC(=O)[NH:7][CH2:8][C:9]1[C:17]2[C:13](=[N:14][N:15]([CH2:18][C:19]([C:35]#[N:36])([CH3:34])[NH:20][C:21](=[O:33])[C:22]3[CH:27]=[CH:26][C:25]([O:28][C:29]([F:32])([F:31])[F:30])=[CH:24][CH:23]=3)[N:16]=2)[CH:12]=[C:11]([Cl:37])[CH:10]=1)(C)(C)C.C[Si](I)(C)C, predict the reaction product. The product is: [NH2:7][CH2:8][C:9]1[C:17]2[C:13](=[N:14][N:15]([CH2:18][C:19]([NH:20][C:21](=[O:33])[C:22]3[CH:27]=[CH:26][C:25]([O:28][C:29]([F:32])([F:31])[F:30])=[CH:24][CH:23]=3)([C:35]#[N:36])[CH3:34])[N:16]=2)[CH:12]=[C:11]([Cl:37])[CH:10]=1. (8) Given the reactants Cl.C(N=C=NCCCN(C)C)C.ON1C2C=CC=CC=2N=N1.[F:23][C:24]([C:33]1[CH:34]=[C:35]([NH2:40])[C:36]([NH2:39])=[CH:37][CH:38]=1)([C:29]([F:32])([F:31])[F:30])[C:25]([F:28])([F:27])[F:26].[CH2:41]([S:43][C:44]1[CH:52]=[CH:51][CH:50]=[CH:49][C:45]=1[C:46](O)=O)[CH3:42].C1(C)C=CC(S(O)(=O)=O)=CC=1.C(=O)([O-])O.[Na+], predict the reaction product. The product is: [CH2:41]([S:43][C:44]1[CH:52]=[CH:51][CH:50]=[CH:49][C:45]=1[C:46]1[NH:39][C:36]2[CH:37]=[CH:38][C:33]([C:24]([F:23])([C:29]([F:30])([F:31])[F:32])[C:25]([F:28])([F:27])[F:26])=[CH:34][C:35]=2[N:40]=1)[CH3:42].